This data is from Full USPTO retrosynthesis dataset with 1.9M reactions from patents (1976-2016). The task is: Predict the reactants needed to synthesize the given product. (1) Given the product [C:8]([C:10]1[CH:11]=[C:12]([CH:36]=[CH:37][CH:38]=1)[C:13]([NH:15][C:16]1[CH:28]=[C:27]([O:29][C:30]2[CH:31]=[CH:32][CH:33]=[CH:34][CH:35]=2)[CH:26]=[CH:25][C:17]=1[C:18]([OH:20])=[O:19])=[O:14])#[N:9], predict the reactants needed to synthesize it. The reactants are: FC(F)(F)C(O)=O.[C:8]([C:10]1[CH:11]=[C:12]([CH:36]=[CH:37][CH:38]=1)[C:13]([NH:15][C:16]1[CH:28]=[C:27]([O:29][C:30]2[CH:35]=[CH:34][CH:33]=[CH:32][CH:31]=2)[CH:26]=[CH:25][C:17]=1[C:18]([O:20]C(C)(C)C)=[O:19])=[O:14])#[N:9]. (2) Given the product [CH3:1][N:2]1[CH2:7][CH2:6][N:5]([C:8]2[CH:9]=[CH:10][C:11]([CH2:12][NH:13][C:14]([C:16]3[C:20]([C:21]4[CH:26]=[CH:25][CH:24]=[C:23]([OH:27])[CH:22]=4)=[CH:19][NH:18][N:17]=3)=[O:15])=[CH:35][CH:36]=2)[CH2:4][CH2:3]1, predict the reactants needed to synthesize it. The reactants are: [CH3:1][N:2]1[CH2:7][CH2:6][N:5]([C:8]2[CH:36]=[CH:35][C:11]([CH2:12][NH:13][C:14]([C:16]3[C:20]([C:21]4[CH:26]=[CH:25][CH:24]=[C:23]([O:27]CC5C=CC=CC=5)[CH:22]=4)=[CH:19][NH:18][N:17]=3)=[O:15])=[CH:10][CH:9]=2)[CH2:4][CH2:3]1.